This data is from Drug-target binding data from BindingDB using Ki measurements. The task is: Regression. Given a target protein amino acid sequence and a drug SMILES string, predict the binding affinity score between them. We predict pKi (pKi = -log10(Ki in M); higher means stronger inhibition). Dataset: bindingdb_ki. The small molecule is Nc1ccn([C@@H]2O[C@H](COP(=O)(O)O)[C@@H](O)[C@H]2O)c(=O)n1. The target protein (Q02734) has sequence MGLLVFVRNLLLALCLFLVLGFLYYSAWKLHLLQWEDSNSLILSLDSAGQTLGTEYDRLGFLLKLDSKLPAELATKYANFSEGACKPGYASAMMTAIFPRFSKPAPMFLDDSFRKWARIREFVPPFGIKGQDNLIKAILSVTKEYRLTPALDSLHCRRCIIVGNGGVLANKSLGSRIDDYDIVIRLNSAPVKGFEKDVGSKTTLRITYPEGAMQRPEQYERDSLFVLAGFKWQDFKWLKYIVYKERVSASDGFWKSVATRVPKEPPEIRILNPYFIQEAAFTLIGLPFNNGLMGRGNIPTLGSVAVTMALDGCDEVAVAGFGYDMNTPNAPLHYYETVRMAAIKESWTHNIQREKEFLRKLVKARVITDLSSGI. The pKi is 4.2.